Dataset: Forward reaction prediction with 1.9M reactions from USPTO patents (1976-2016). Task: Predict the product of the given reaction. (1) Given the reactants [H-].[Na+].[CH2:3]([C@@:6]1([C:28]2[CH:33]=[CH:32][C:31]([F:34])=[CH:30][CH:29]=2)[O:11][C:10](=[O:12])[N:9]([C@H:13]([C:15]2[CH:20]=[CH:19][C:18]([C:21]3[CH:26]=[CH:25][C:24](=[O:27])[NH:23][CH:22]=3)=[CH:17][CH:16]=2)[CH3:14])[CH2:8][CH2:7]1)[CH:4]=[CH2:5].[CH3:35]I, predict the reaction product. The product is: [CH2:3]([C@@:6]1([C:28]2[CH:33]=[CH:32][C:31]([F:34])=[CH:30][CH:29]=2)[O:11][C:10](=[O:12])[N:9]([C@H:13]([C:15]2[CH:16]=[CH:17][C:18]([C:21]3[CH:26]=[CH:25][C:24](=[O:27])[N:23]([CH3:35])[CH:22]=3)=[CH:19][CH:20]=2)[CH3:14])[CH2:8][CH2:7]1)[CH:4]=[CH2:5]. (2) Given the reactants [CH:1]1([CH2:5][C:6]2[N:7]=[C:8]([C:11]3[S:15][C:14]([CH2:16][C:17]([CH3:23])([CH3:22])[C:18]([O:20]C)=[O:19])=[N:13][N:12]=3)[S:9][CH:10]=2)[CH2:4][CH2:3][CH2:2]1.C1(CC2N=C(C3OC(CC(C)(C)C(OC)=O)=NN=3)SC=2)CCC1.Br[C:48]1[CH:53]=[CH:52][C:51]([S:54]([NH:57][C@@H:58]([CH3:63])[C:59]([F:62])([F:61])[F:60])(=[O:56])=[O:55])=[C:50]([Cl:64])[C:49]=1[Cl:65], predict the reaction product. The product is: [CH:1]1([CH2:5][C:6]2[N:7]=[C:8]([C:11]3[S:15][C:14]([CH2:16][C:17]([CH3:23])([CH3:22])[C:18]([OH:20])=[O:19])=[N:13][N:12]=3)[S:9][C:10]=2[C:48]2[CH:53]=[CH:52][C:51]([S:54](=[O:55])(=[O:56])[NH:57][C@@H:58]([CH3:63])[C:59]([F:61])([F:62])[F:60])=[C:50]([Cl:64])[C:49]=2[Cl:65])[CH2:4][CH2:3][CH2:2]1.